From a dataset of Peptide-MHC class I binding affinity with 185,985 pairs from IEDB/IMGT. Regression. Given a peptide amino acid sequence and an MHC pseudo amino acid sequence, predict their binding affinity value. This is MHC class I binding data. (1) The peptide sequence is VAEMDGIQY. The MHC is HLA-A01:01 with pseudo-sequence HLA-A01:01. The binding affinity (normalized) is 0.683. (2) The peptide sequence is SIIQEKLGY. The MHC is HLA-A26:01 with pseudo-sequence HLA-A26:01. The binding affinity (normalized) is 0.707.